This data is from Reaction yield outcomes from USPTO patents with 853,638 reactions. The task is: Predict the reaction yield, written as a fraction of the theoretical maximum amount of product (1.0 means a 100% yield; for example, 0.34 means a 34% yield). (1) The yield is 0.927. The reactants are [C:1]([O:5][C:6]([NH:8][NH:9][C@H:10]([C:14]([CH3:17])([CH3:16])[CH3:15])[CH2:11][CH:12]=[CH2:13])=[O:7])([CH3:4])([CH3:3])[CH3:2]. The product is [C:1]([O:5][C:6]([NH:8][NH:9][C@H:10]([C:14]([CH3:15])([CH3:17])[CH3:16])[CH2:11][CH2:12][CH3:13])=[O:7])([CH3:4])([CH3:3])[CH3:2]. The catalyst is CO.O.[Pd]. (2) The reactants are [S:1]1[C:5]([C:6]2[C:7]([O:27][CH3:28])=[CH:8][C:9]([O:25][CH3:26])=[C:10](/[CH:12]=[CH:13]/[C:14]([C:16]3[CH:24]=[CH:23][C:19]([C:20]([OH:22])=[O:21])=[CH:18][CH:17]=3)=[O:15])[CH:11]=2)=[CH:4][C:3]2[CH:29]=[CH:30][CH:31]=[CH:32][C:2]1=2.[NH:33]([CH2:35][C@@H:36]([C@H:38]([C@@H:40]([C@@H:42]([CH2:44][OH:45])[OH:43])[OH:41])[OH:39])[OH:37])[CH3:34].C(O)(=O)C1C=CC=CC=1.C(O)C. The catalyst is C1COCC1. The product is [CH3:34][NH:33][CH2:35][C@@H:36]([C@H:38]([C@@H:40]([C@@H:42]([CH2:44][OH:45])[OH:43])[OH:41])[OH:39])[OH:37].[S:1]1[C:5]([C:6]2[C:7]([O:27][CH3:28])=[CH:8][C:9]([O:25][CH3:26])=[C:10](/[CH:12]=[CH:13]/[C:14]([C:16]3[CH:24]=[CH:23][C:19]([C:20]([OH:22])=[O:21])=[CH:18][CH:17]=3)=[O:15])[CH:11]=2)=[CH:4][C:3]2[CH:29]=[CH:30][CH:31]=[CH:32][C:2]1=2. The yield is 0.630. (3) The reactants are [CH3:1][O:2][C:3]1[CH:11]=[CH:10][C:6]([C:7]([OH:9])=O)=[CH:5][C:4]=1[O:12][S:13]([CH3:16])(=[O:15])=[O:14].CN(C(ON1N=NC2C=CC=NC1=2)=[N+](C)C)C.F[P-](F)(F)(F)(F)F.CN1CCOCC1.[SH:48][CH2:49][C:50]([OH:52])=[O:51]. The catalyst is CN(C=O)C. The product is [CH3:1][O:2][C:3]1[CH:11]=[CH:10][C:6]([C:7]([S:48][CH2:49][C:50]([OH:52])=[O:51])=[O:9])=[CH:5][C:4]=1[O:12][S:13]([CH3:16])(=[O:15])=[O:14]. The yield is 0.323. (4) The reactants are [N:1]([C:3]1[C:4]([NH2:12])=[N:5][C:6]([NH2:11])=[N:7][C:8]=1[O:9][CH3:10])=O.[ClH:13]. The catalyst is C(O)C.[Pd]. The product is [ClH:13].[ClH:13].[CH3:10][O:9][C:8]1[N:7]=[C:6]([NH2:11])[N:5]=[C:4]([NH2:12])[C:3]=1[NH2:1]. The yield is 0.790. (5) The reactants are [O:1]=[S:2]1(=[O:28])[CH2:6][CH2:5][CH2:4][N:3]1[C:7]1[CH:12]=[CH:11][C:10]([C:13]2[N:14]([CH2:26][CH3:27])[C:15]3[C:20]([C:21]=2[C:22]#[N:23])=[CH:19][CH:18]=[C:17]([O:24]C)[CH:16]=3)=[CH:9][CH:8]=1.B(Br)(Br)Br. The catalyst is C(Cl)Cl. The product is [O:28]=[S:2]1(=[O:1])[CH2:6][CH2:5][CH2:4][N:3]1[C:7]1[CH:8]=[CH:9][C:10]([C:13]2[N:14]([CH2:26][CH3:27])[C:15]3[C:20]([C:21]=2[C:22]#[N:23])=[CH:19][CH:18]=[C:17]([OH:24])[CH:16]=3)=[CH:11][CH:12]=1. The yield is 1.00. (6) The reactants are C[O:2][C:3]([C:5]1[CH:6]=[C:7]([CH:21]=[CH:22][CH:23]=1)[CH2:8][N:9]1[C:18]2[C:13](=[CH:14][CH:15]=[CH:16][CH:17]=2)[C:12](=[O:19])[NH:11][C:10]1=[O:20])=[O:4].[OH-].[Na+].O. The catalyst is CO. The product is [C:3]([C:5]1[CH:6]=[C:7]([CH:21]=[CH:22][CH:23]=1)[CH2:8][N:9]1[C:18]2[C:13](=[CH:14][CH:15]=[CH:16][CH:17]=2)[C:12](=[O:19])[NH:11][C:10]1=[O:20])([OH:4])=[O:2]. The yield is 0.780.